From a dataset of Catalyst prediction with 721,799 reactions and 888 catalyst types from USPTO. Predict which catalyst facilitates the given reaction. (1) Reactant: Br[CH2:2][CH2:3][CH2:4][O:5][C:6]1[CH:7]=[C:8]2[C:12](=[CH:13][CH:14]=1)[C@H:11]([CH2:15][C:16]([O-:18])=O)[CH2:10][CH2:9]2.[CH2:19]([C:21]1[N:22]=[C:23]([C:26]2[CH:31]=[CH:30][C:29]([OH:32])=[C:28]([O:33][CH3:34])[CH:27]=2)[O:24][CH:25]=1)[CH3:20].[C:35]([O-])([O-])=O.[Cs+].[Cs+].CN([CH:44]=[O:45])C. Product: [CH2:19]([C:21]1[N:22]=[C:23]([C:26]2[CH:31]=[CH:30][C:29]([O:32][CH2:2][CH2:3][CH2:4][O:5][C:6]3[CH:7]=[C:8]4[C:12](=[CH:13][CH:14]=3)[C@H:11]([CH2:15][C:16]([O:45][CH2:44][CH3:35])=[O:18])[CH2:10][CH2:9]4)=[C:28]([O:33][CH3:34])[CH:27]=2)[O:24][CH:25]=1)[CH3:20]. The catalyst class is: 6. (2) Reactant: [Br:1][C:2]1[CH:30]=[CH:29][CH:28]=[CH:27][C:3]=1[CH2:4][C:5]1[O:6][C:7]([CH3:26])=[C:8]([CH3:25])[C:9]=1[C:10]([C:12]1[CH:17]=[CH:16][C:15]([O:18]C)=[C:14]([CH:20]2[CH2:24][CH2:23][CH2:22][CH2:21]2)[CH:13]=1)=[O:11].B(Br)(Br)Br.C(Cl)Cl. Product: [Br:1][C:2]1[CH:30]=[CH:29][CH:28]=[CH:27][C:3]=1[CH2:4][C:5]1[O:6][C:7]([CH3:26])=[C:8]([CH3:25])[C:9]=1[C:10]([C:12]1[CH:17]=[CH:16][C:15]([OH:18])=[C:14]([CH:20]2[CH2:24][CH2:23][CH2:22][CH2:21]2)[CH:13]=1)=[O:11]. The catalyst class is: 2. (3) Reactant: [CH2:1]([C@H:4]([C:22]([O:24][C:25]([CH3:28])([CH3:27])[CH3:26])=[O:23])[CH2:5][C@H:6]([NH:14][C:15]([O:17][C:18]([CH3:21])([CH3:20])[CH3:19])=[O:16])[C:7]([O:9][C:10]([CH3:13])([CH3:12])[CH3:11])=[O:8])[CH:2]=[CH2:3].[OH-:29].[Na+].OO. Product: [C:18]([O:17][C:15]([NH:14][C@@H:6]([CH2:5][C@H:4]([CH2:1][CH2:2][CH2:3][OH:29])[C:22]([O:24][C:25]([CH3:28])([CH3:27])[CH3:26])=[O:23])[C:7]([O:9][C:10]([CH3:13])([CH3:12])[CH3:11])=[O:8])=[O:16])([CH3:21])([CH3:20])[CH3:19]. The catalyst class is: 30. (4) Reactant: [CH2:1]([O:3][C:4]1[CH:9]=[CH:8][C:7]([S:10](Cl)(=[O:12])=[O:11])=[CH:6][C:5]=1[C:14]1[NH:19][C:18](=[O:20])[C:17]2=[C:21]([CH3:25])[N:22]=[C:23]([CH3:24])[N:16]2[N:15]=1)[CH3:2].[CH3:26][N:27]1[CH2:32][CH2:31][NH:30][CH2:29][CH2:28]1. Product: [CH2:1]([O:3][C:4]1[CH:9]=[CH:8][C:7]([S:10]([N:30]2[CH2:31][CH2:32][N:27]([CH3:26])[CH2:28][CH2:29]2)(=[O:12])=[O:11])=[CH:6][C:5]=1[C:14]1[NH:19][C:18](=[O:20])[C:17]2=[C:21]([CH3:25])[N:22]=[C:23]([CH3:24])[N:16]2[N:15]=1)[CH3:2]. The catalyst class is: 154. (5) Reactant: [CH3:1][N:2]([CH3:44])[C:3]1[CH:11]=[C:10]([CH:12]([O:14][CH2:15][C:16]2([C:29]3[CH:34]=[CH:33][C:32]([F:35])=[CH:31][CH:30]=3)[CH2:21][CH2:20][N:19](C(OC(C)(C)C)=O)[CH2:18][CH2:17]2)[CH3:13])[C:9]2[C:5](=[CH:6][N:7](COCC[Si](C)(C)C)[N:8]=2)[CH:4]=1. Product: [F:35][C:32]1[CH:33]=[CH:34][C:29]([C:16]2([CH2:15][O:14][CH:12]([C:10]3[C:9]4[C:5](=[CH:6][NH:7][N:8]=4)[CH:4]=[C:3]([N:2]([CH3:1])[CH3:44])[CH:11]=3)[CH3:13])[CH2:21][CH2:20][NH:19][CH2:18][CH2:17]2)=[CH:30][CH:31]=1. The catalyst class is: 55. (6) Reactant: [CH2:1]([O:8][C:9]1[CH:14]=[CH:13][C:12]([C:15]2[O:16][C:17]([CH3:24])=[C:18]([CH2:20][C:21]([OH:23])=O)[N:19]=2)=[CH:11][CH:10]=1)[C:2]1[CH:7]=[CH:6][CH:5]=[CH:4][CH:3]=1.C(Cl)CCl.[CH:29]1[CH:30]=C[C:32]2N(O)N=[N:35][C:33]=2[CH:34]=1.Cl.C[C@@H]1CCCN1.CCN(C(C)C)C(C)C. Product: [CH2:1]([O:8][C:9]1[CH:10]=[CH:11][C:12]([C:15]2[O:16][C:17]([CH3:24])=[C:18]([CH2:20][C:21]([N:35]3[CH2:30][CH2:29][CH2:34][C@H:33]3[CH3:32])=[O:23])[N:19]=2)=[CH:13][CH:14]=1)[C:2]1[CH:3]=[CH:4][CH:5]=[CH:6][CH:7]=1. The catalyst class is: 2.